From a dataset of Full USPTO retrosynthesis dataset with 1.9M reactions from patents (1976-2016). Predict the reactants needed to synthesize the given product. (1) Given the product [CH2:1]([N:19]([CH2:1][C:2]1[CH:7]=[CH:6][CH:5]=[CH:4][CH:3]=1)[CH2:17][CH2:18][N:19]1[CH2:17][CH2:18][N:19]([CH2:1][C:2]2[CH:7]=[CH:6][CH:5]=[CH:4][CH:3]=2)[CH2:17][CH2:18][N:19]([CH2:1][C:2]2[CH:7]=[CH:6][CH:5]=[CH:4][CH:3]=2)[CH2:17][CH2:18]1)[C:2]1[CH:7]=[CH:6][CH:5]=[CH:4][CH:3]=1, predict the reactants needed to synthesize it. The reactants are: [CH2:1](Br)[C:2]1[CH:7]=[CH:6][CH:5]=[CH:4][CH:3]=1.C(=O)([O-])[O-].[K+].[K+].[BH4-].[Na+].[C:17](#[N:19])[CH3:18]. (2) Given the product [C:18]([NH:16][C:10]1[C:9]([CH2:8][NH:7][C:6](=[O:17])[C:45]2[CH:44]=[CH:49][CH:48]=[N:50][CH:46]=2)=[CH:14][N:13]=[C:12]([CH3:15])[N:11]=1)(=[O:39])[CH2:19][CH2:20][CH2:21]/[CH:22]=[CH:23]\[CH2:24]/[CH:25]=[CH:26]\[CH2:27]/[CH:28]=[CH:29]\[CH2:30]/[CH:31]=[CH:32]\[CH2:33]/[CH:34]=[CH:35]\[CH2:36][CH3:37], predict the reactants needed to synthesize it. The reactants are: C(O[C:6](=[O:17])[NH:7][CH2:8][C:9]1[C:10]([NH2:16])=[N:11][C:12]([CH3:15])=[N:13][CH:14]=1)(C)(C)C.[C:18]([OH:39])(=O)[CH2:19][CH2:20][CH2:21]/[CH:22]=[CH:23]\[CH2:24]/[CH:25]=[CH:26]\[CH2:27]/[CH:28]=[CH:29]\[CH2:30]/[CH:31]=[CH:32]\[CH2:33]/[CH:34]=[CH:35]\[CH2:36][CH3:37].C(Cl)CCl.[CH:44]1[CH:45]=[CH:46]C2N(O)N=[N:50][C:48]=2[CH:49]=1.C(N(CC)CC)C. (3) Given the product [Cl:1][C:2]1[C:3]([O:26][CH2:27][CH2:28][O:29][CH3:30])=[CH:4][C:5]2[CH2:14][CH:13]([CH2:15][CH:16]([CH3:17])[CH3:18])[N:12]3[C:7](=[CH:8][C:9](=[O:24])[C:10]([C:19]([O:21][CH2:22][CH3:23])=[O:20])=[CH:11]3)[C:6]=2[CH:25]=1, predict the reactants needed to synthesize it. The reactants are: [Cl:1][C:2]1[C:3]([O:26][CH2:27][CH2:28][O:29][CH3:30])=[CH:4][C:5]2[CH2:14][CH:13]([CH2:15][CH:16]([CH3:18])[CH3:17])[N:12]3[CH:7]([CH2:8][C:9](=[O:24])[C:10]([C:19]([O:21][CH2:22][CH3:23])=[O:20])=[CH:11]3)[C:6]=2[CH:25]=1.C1(Cl)C(=O)C(Cl)=C(Cl)C(=O)C=1Cl.